From a dataset of Forward reaction prediction with 1.9M reactions from USPTO patents (1976-2016). Predict the product of the given reaction. (1) Given the reactants Br[C:2]1[CH:3]=[C:4]2[C:12](=[CH:13][CH:14]=1)N(C)[C:10]1[C:9]3[CH:16]=C[CH:18]=[CH:19][C:8]=3[S:7][CH2:6][C:5]2=1.[C:20]([Cu])#[N:21].[CH3:23][N:24]([CH:26]=O)C, predict the reaction product. The product is: [CH3:16][CH:9]1[C:10]2[C:23]3[N:24]=[CH:26][CH:18]=[CH:19][C:8]=3[S:7][CH2:6][C:5]=2[C:4]2[C:12]1=[CH:13][CH:14]=[C:2]([C:20]#[N:21])[CH:3]=2. (2) Given the reactants Br[C:2]1[C:3]([N:22]([CH2:27][CH2:28][CH2:29][F:30])[S:23]([CH3:26])(=[O:25])=[O:24])=[CH:4][C:5]2[O:9][C:8]([C:10]3[CH:15]=[CH:14][C:13]([F:16])=[CH:12][CH:11]=3)=[C:7]([C:17]([NH:19][CH3:20])=[O:18])[C:6]=2[CH:21]=1.[O-]P([O-])([O-])=O.[K+].[K+].[K+].[CH3:39][O:40][C:41]1[CH:46]=[CH:45][C:44](B2OC(C)(C)C(C)(C)O2)=[CH:43][C:42]=1[C:56]1[O:64][C:63]2[C:58](=[N:59][CH:60]=[CH:61][CH:62]=2)[CH:57]=1, predict the reaction product. The product is: [F:16][C:13]1[CH:14]=[CH:15][C:10]([C:8]2[O:9][C:5]3[CH:4]=[C:3]([N:22]([CH2:27][CH2:28][CH2:29][F:30])[S:23]([CH3:26])(=[O:25])=[O:24])[C:2]([C:44]4[CH:45]=[CH:46][C:41]([O:40][CH3:39])=[C:42]([C:56]5[O:64][C:63]6[C:58](=[N:59][CH:60]=[CH:61][CH:62]=6)[CH:57]=5)[CH:43]=4)=[CH:21][C:6]=3[C:7]=2[C:17]([NH:19][CH3:20])=[O:18])=[CH:11][CH:12]=1. (3) Given the reactants FC(F)(F)C(O)=O.[NH:8]1[CH2:13][CH:12]=[C:11]([C:14]2[C:15]3[N:16]([N:20]=[C:21]([NH:23][C:24]4[CH:32]=[CH:31][C:27]([C:28]([OH:30])=[O:29])=[CH:26][CH:25]=4)[N:22]=3)[CH:17]=[CH:18][CH:19]=2)[CH2:10][CH2:9]1.C(N(CC)C(C)C)(C)C.Cl[C:43]([O:45][CH2:46][CH3:47])=[O:44], predict the reaction product. The product is: [CH2:46]([O:45][C:43]([N:8]1[CH2:9][CH:10]=[C:11]([C:14]2[C:15]3[N:16]([N:20]=[C:21]([NH:23][C:24]4[CH:25]=[CH:26][C:27]([C:28]([OH:30])=[O:29])=[CH:31][CH:32]=4)[N:22]=3)[CH:17]=[CH:18][CH:19]=2)[CH2:12][CH2:13]1)=[O:44])[CH3:47]. (4) Given the reactants FC(F)(F)S(O[C:7]1[CH:8]=[N:9][C:10]2[C:15]([CH:16]=1)=[N:14][CH:13]=[CH:12][CH:11]=2)(=O)=O.FC(F)(F)S(OC1C=[N:27][C:28]2C(C=1)=CC=CC=2)(=O)=O.Cl.[NH2:38]O, predict the reaction product. The product is: [NH:38]1[C:16]2[C:15]3[N:14]=[CH:13][CH:12]=[CH:11][C:10]=3[N:9]=[CH:8][C:7]=2[N:27]=[CH:28]1.